Dataset: Forward reaction prediction with 1.9M reactions from USPTO patents (1976-2016). Task: Predict the product of the given reaction. (1) Given the reactants [CH:1]1([CH:7]([C:9]2[CH:13]=[C:12]([C:14]3[CH:19]=[CH:18][CH:17]=[CH:16][CH:15]=3)[S:11][C:10]=2[CH3:20])O)[CH2:6][CH2:5][CH2:4][CH2:3][CH2:2]1.[NH2:21][C:22]1[CH:23]=[CH:24][C:25]([C:28]([O:30]C)=[O:29])=[N:26][CH:27]=1.[I-].[Na+].C(=O)([O-])[O-].[Na+].[Na+].[Cl-].[NH4+].[OH-].[Na+], predict the reaction product. The product is: [CH:1]1([CH:7]([NH:21][C:22]2[CH:23]=[CH:24][C:25]([C:28]([OH:30])=[O:29])=[N:26][CH:27]=2)[C:9]2[CH:13]=[C:12]([C:14]3[CH:19]=[CH:18][CH:17]=[CH:16][CH:15]=3)[S:11][C:10]=2[CH3:20])[CH2:6][CH2:5][CH2:4][CH2:3][CH2:2]1. (2) Given the reactants [C:1]([O:5][C:6]([NH:8][C@H:9]([C:18]([OH:20])=[O:19])[CH2:10][C:11]1[CH:16]=[CH:15][C:14]([OH:17])=[CH:13][CH:12]=1)=[O:7])([CH3:4])([CH3:3])[CH3:2].C([O-])([O-])=O.[K+].[K+].F[C:28]1[CH:35]=[CH:34][C:31]([CH:32]=[O:33])=[CH:30][CH:29]=1.C(OCC)(=O)C, predict the reaction product. The product is: [C:1]([O:5][C:6]([NH:8][C@@H:9]([CH2:10][C:11]1[CH:12]=[CH:13][C:14]([O:17][C:28]2[CH:35]=[CH:34][C:31]([CH:32]=[O:33])=[CH:30][CH:29]=2)=[CH:15][CH:16]=1)[C:18]([OH:20])=[O:19])=[O:7])([CH3:4])([CH3:2])[CH3:3]. (3) Given the reactants [CH2:1]([N:3]1[C:11]2[C:6](=[CH:7][CH:8]=[CH:9][CH:10]=2)[CH:5]=[C:4]1[C:12]1[CH:17]=[CH:16][CH:15]=[CH:14][CH:13]=1)[CH3:2].[Cl-].[CH3:19][O:20][C:21]1[CH:32]=[CH:31][CH:30]=[CH:29][C:22]=1[CH:23]=[N+:24]1[CH2:28][CH2:27][CH2:26][CH2:25]1, predict the reaction product. The product is: [CH2:1]([N:3]1[C:11]2[C:6](=[CH:7][CH:8]=[CH:9][CH:10]=2)[C:5]([CH:23]([C:22]2[CH:29]=[CH:30][CH:31]=[CH:32][C:21]=2[O:20][CH3:19])[N:24]2[CH2:28][CH2:27][CH2:26][CH2:25]2)=[C:4]1[C:12]1[CH:17]=[CH:16][CH:15]=[CH:14][CH:13]=1)[CH3:2]. (4) Given the reactants [S:1]1[C:5]2[CH2:6][CH2:7][CH2:8][CH2:9][C:4]=2[N:3]=[C:2]1[C:10]1[C:14]([C:15](O)=[O:16])=[CH:13][N:12]([CH2:18][O:19][CH2:20][CH2:21][Si:22]([CH3:25])([CH3:24])[CH3:23])[N:11]=1.[O:26]1[CH2:31][CH2:30][CH:29]([NH2:32])[CH2:28][CH2:27]1.CN(C(ON1N=NC2C=CC=NC1=2)=[N+](C)C)C.F[P-](F)(F)(F)(F)F.CCN(C(C)C)C(C)C, predict the reaction product. The product is: [O:26]1[CH2:31][CH2:30][CH:29]([NH:32][C:15]([C:14]2[C:10]([C:2]3[S:1][C:5]4[CH2:6][CH2:7][CH2:8][CH2:9][C:4]=4[N:3]=3)=[N:11][N:12]([CH2:18][O:19][CH2:20][CH2:21][Si:22]([CH3:25])([CH3:24])[CH3:23])[CH:13]=2)=[O:16])[CH2:28][CH2:27]1. (5) Given the reactants [F:1][C:2]1[CH:3]=[C:4]([C:13]2[N:17]([C:18]3[CH:19]=[CH:20][C:21]([S:24]([NH2:27])(=[O:26])=[O:25])=[N:22][CH:23]=3)[N:16]=[C:15]([C:28]([F:31])([F:30])[F:29])[CH:14]=2)[CH:5]=[CH:6][C:7]=1[C:8]1[N:9]=[CH:10][S:11][CH:12]=1.[ClH:32].CO, predict the reaction product. The product is: [ClH:32].[F:1][C:2]1[CH:3]=[C:4]([C:13]2[N:17]([C:18]3[CH:19]=[CH:20][C:21]([S:24]([NH2:27])(=[O:26])=[O:25])=[N:22][CH:23]=3)[N:16]=[C:15]([C:28]([F:29])([F:30])[F:31])[CH:14]=2)[CH:5]=[CH:6][C:7]=1[C:8]1[N:9]=[CH:10][S:11][CH:12]=1. (6) Given the reactants [C:1]([O:5][C:6]([N:8]1[CH2:12][CH2:11][CH2:10][C@H:9]1[CH:13]=O)=[O:7])([CH3:4])([CH3:3])[CH3:2].[C:15](Br)(Br)(Br)Br.C1(P(C2C=CC=CC=2)C2C=CC=CC=2)C=CC=CC=1, predict the reaction product. The product is: [C:1]([O:5][C:6]([N:8]1[CH2:12][CH2:11][CH2:10][C@H:9]1[C:13]#[CH:15])=[O:7])([CH3:4])([CH3:3])[CH3:2]. (7) Given the reactants [C:1]([O:5][C:6](=[O:30])[NH:7][C:8]12[CH2:13][CH:12]1[CH2:11][N:10]([S:14]([C:17]1[CH:22]=[CH:21][C:20]([CH3:23])=[CH:19][CH:18]=1)(=[O:16])=[O:15])[CH:9]2[C:24]1[CH:29]=[CH:28][CH:27]=[CH:26][CH:25]=1)([CH3:4])([CH3:3])[CH3:2].[H-].[Na+].[CH3:33]I, predict the reaction product. The product is: [C:1]([O:5][C:6](=[O:30])[N:7]([CH3:33])[C:8]12[CH2:13][CH:12]1[CH2:11][N:10]([S:14]([C:17]1[CH:18]=[CH:19][C:20]([CH3:23])=[CH:21][CH:22]=1)(=[O:16])=[O:15])[CH:9]2[C:24]1[CH:25]=[CH:26][CH:27]=[CH:28][CH:29]=1)([CH3:4])([CH3:2])[CH3:3]. (8) Given the reactants [OH:1][C:2]1[CH:9]=[CH:8][C:5]([CH:6]=[O:7])=[CH:4][CH:3]=1.[CH:10]([O:12][CH2:13][CH3:14])=[CH2:11].Cl.C([O-])([O-])=O.[Na+].[Na+], predict the reaction product. The product is: [CH2:10]([O:12][CH2:13][CH2:14][O:1][C:2]1[CH:9]=[CH:8][C:5]([CH:6]=[O:7])=[CH:4][CH:3]=1)[CH3:11]. (9) Given the reactants [Cl:1][C:2]1[CH:7]=[CH:6][CH:5]=[CH:4][C:3]=1[N:8]=[C:9]=S.[Cl:11][C:12]1[CH:13]=[C:14]([CH:31]=[CH:32][C:33]=1[Cl:34])[CH2:15][N:16]1[CH2:21][CH2:20][CH:19]([NH:22][C:23](=[O:30])[CH2:24][CH2:25][C:26]([NH:28][NH2:29])=[O:27])[CH2:18][CH2:17]1, predict the reaction product. The product is: [Cl:1][C:2]1[CH:7]=[CH:6][CH:5]=[CH:4][C:3]=1[NH:8][C:9]1[O:27][C:26]([CH2:25][CH2:24][C:23]([NH:22][CH:19]2[CH2:20][CH2:21][N:16]([CH2:15][C:14]3[CH:31]=[CH:32][C:33]([Cl:34])=[C:12]([Cl:11])[CH:13]=3)[CH2:17][CH2:18]2)=[O:30])=[N:28][N:29]=1.